From a dataset of Reaction yield outcomes from USPTO patents with 853,638 reactions. Predict the reaction yield, written as a fraction of the theoretical maximum amount of product (1.0 means a 100% yield; for example, 0.34 means a 34% yield). (1) The reactants are C([O-])([O-])=O.[Na+].[Na+].[NH:7]1[CH2:14][CH2:13][CH2:12][C@H:8]1[C:9]([OH:11])=[O:10].[Cl:15][C:16]1[CH:17]=[C:18]([S:23](Cl)(=[O:25])=[O:24])[CH:19]=[C:20]([Cl:22])[CH:21]=1. The catalyst is O.O1CCOCC1. The product is [Cl:22][C:20]1[CH:19]=[C:18]([S:23]([N:7]2[CH2:14][CH2:13][CH2:12][C@H:8]2[C:9]([OH:11])=[O:10])(=[O:24])=[O:25])[CH:17]=[C:16]([Cl:15])[CH:21]=1. The yield is 0.890. (2) The catalyst is CN(C)C=O.C(OCC)(=O)C. The product is [Cl:31][C:3]1[CH:4]=[C:5]([O:6][C:7]2[C:16]3[C:11](=[CH:12][C:13]([O:19][CH2:20][C@H:21]([OH:28])[CH2:22][N:23]([CH2:26][CH3:27])[CH2:24][CH3:25])=[C:14]([C:17]#[N:18])[CH:15]=3)[N:10]=[CH:9][CH:8]=2)[CH:29]=[CH:30][C:2]=1[NH:1][C:37]([NH:32][CH:33]1[CH2:35][CH2:34]1)=[O:40]. The yield is 0.535. The reactants are [NH2:1][C:2]1[CH:30]=[CH:29][C:5]([O:6][C:7]2[C:16]3[C:11](=[CH:12][C:13]([O:19][CH2:20][C@H:21]([OH:28])[CH2:22][N:23]([CH2:26][CH3:27])[CH2:24][CH3:25])=[C:14]([C:17]#[N:18])[CH:15]=3)[N:10]=[CH:9][CH:8]=2)=[CH:4][C:3]=1[Cl:31].[N:32]1[CH:37]=C[CH:35]=[CH:34][CH:33]=1.ClC(OC1C=CC=CC=1)=[O:40].C1(N)CC1.C(=O)(O)[O-].[Na+].